The task is: Predict which catalyst facilitates the given reaction.. This data is from Catalyst prediction with 721,799 reactions and 888 catalyst types from USPTO. (1) Reactant: C(=O)([O-])[O-].[K+].[K+].[CH2:7]([O:9][C:10]1[CH:23]=[CH:22][C:13](/[CH:14]=[C:15]2/[C:16](=[O:21])[NH:17][C:18](=[O:20])[S:19]/2)=[CH:12][CH:11]=1)[CH3:8].Br[CH2:25][CH2:26][CH2:27][NH:28][C:29](=[O:35])[O:30][C:31]([CH3:34])([CH3:33])[CH3:32]. Product: [CH2:7]([O:9][C:10]1[CH:23]=[CH:22][C:13](/[CH:14]=[C:15]2/[C:16](=[O:21])[N:17]([CH2:25][CH2:26][CH2:27][NH:28][C:29](=[O:35])[O:30][C:31]([CH3:34])([CH3:33])[CH3:32])[C:18](=[O:20])[S:19]/2)=[CH:12][CH:11]=1)[CH3:8]. The catalyst class is: 3. (2) Reactant: [CH3:1][C:2]1[CH:24]=[CH:23][CH:22]=[C:21]([CH3:25])[C:3]=1[CH2:4][O:5][C:6]1[CH:7]=[C:8]([C:12](=[O:20])[CH2:13][CH2:14][C:15]([O:17][CH2:18][CH3:19])=[O:16])[CH:9]=[CH:10][CH:11]=1.[BH4-].[Na+]. Product: [CH3:25][C:21]1[CH:22]=[CH:23][CH:24]=[C:2]([CH3:1])[C:3]=1[CH2:4][O:5][C:6]1[CH:7]=[C:8]([CH:12]([OH:20])[CH2:13][CH2:14][C:15]([O:17][CH2:18][CH3:19])=[O:16])[CH:9]=[CH:10][CH:11]=1. The catalyst class is: 30. (3) Reactant: [N+:1]([C:4]1[CH:5]=[N:6][N:7]([CH2:9][C:10]([OH:12])=O)[CH:8]=1)([O-:3])=[O:2].[NH2:13][C:14]1[CH:19]=[CH:18][CH:17]=[CH:16][CH:15]=1.C(Cl)CCl.C1C=CC2N(O)N=NC=2C=1.CN1CCOCC1. Product: [N+:1]([C:4]1[CH:5]=[N:6][N:7]([CH2:9][C:10]([NH:13][C:14]2[CH:19]=[CH:18][CH:17]=[CH:16][CH:15]=2)=[O:12])[CH:8]=1)([O-:3])=[O:2]. The catalyst class is: 2. (4) Reactant: [OH:1][C:2]1[C:9]([CH:10]([CH3:12])[CH3:11])=[CH:8][C:5]([C:6]#[N:7])=[C:4]([CH3:13])[CH:3]=1.C(=O)([O-])[O-].[K+].[K+].Br[CH2:21][C:22]([O:24][C:25]([CH3:28])([CH3:27])[CH3:26])=[O:23]. Product: [C:6]([C:5]1[C:4]([CH3:13])=[CH:3][C:2]([O:1][CH2:21][C:22]([O:24][C:25]([CH3:28])([CH3:27])[CH3:26])=[O:23])=[C:9]([CH:10]([CH3:11])[CH3:12])[CH:8]=1)#[N:7]. The catalyst class is: 21. (5) Reactant: [CH:1]([C:3]1[CH:4]=[C:5]2[C:10](=[CH:11][CH:12]=1)[N:9]=[CH:8][C:7]([C:13]#[N:14])=[C:6]2[S:15][CH2:16][CH:17]([CH3:19])[CH3:18])=O.COC1C=CC(/C=[C:35]2/[C:36]([NH:38][C:39]([S:41]/2)=[NH:40])=[O:37])=CC=1OC1CCCC1.C([O-])(=O)C.[Na+]. Product: [NH2:40][C:39]1[S:41]/[C:35](=[CH:1]\[C:3]2[CH:4]=[C:5]3[C:10](=[CH:11][CH:12]=2)[N:9]=[CH:8][C:7]([C:13]#[N:14])=[C:6]3[S:15][CH2:16][CH:17]([CH3:19])[CH3:18])/[C:36](=[O:37])[N:38]=1. The catalyst class is: 15. (6) Reactant: FC(F)(F)S(O[C:7]1[N:8]=[CH:9][CH:10]=[C:11]2[C:16]=1[N:15]([C:17](=[O:19])[CH3:18])[CH:14]([CH:20]1[CH2:22][CH2:21]1)[CH:13]([CH3:23])[CH:12]2[NH:24]C(OCC1C=CC=CC=1)=O)(=O)=O. Product: [NH2:24][C@H:12]1[C:11]2[C:16](=[CH:7][N:8]=[CH:9][CH:10]=2)[N:15]([C:17](=[O:19])[CH3:18])[C@@H:14]([CH:20]2[CH2:22][CH2:21]2)[C@@H:13]1[CH3:23]. The catalyst class is: 19. (7) Reactant: C[O:2][C:3]([C:5]1[CH:6]=[C:7]2[C:15](=[CH:16][CH:17]=1)[NH:14][C:13]1[C:12](=[O:18])[NH:11][CH2:10][C:9]([CH3:20])([CH3:19])[C:8]2=1)=[O:4].O[Li].O.C1COCC1.O. Product: [CH3:19][C:9]1([CH3:20])[C:8]2[C:7]3[C:15](=[CH:16][CH:17]=[C:5]([C:3]([OH:4])=[O:2])[CH:6]=3)[NH:14][C:13]=2[C:12](=[O:18])[NH:11][CH2:10]1. The catalyst class is: 5. (8) Reactant: [Si:1]([O:8][CH2:9][C@@H:10]1[CH2:14][C@@H:13]([OH:15])[CH2:12][N:11]1[C:16]([O:18][C:19]([CH3:22])([CH3:21])[CH3:20])=[O:17])([C:4]([CH3:7])([CH3:6])[CH3:5])([CH3:3])[CH3:2].[H-].[Na+].[F:25][C:26]1[CH:27]=[C:28]([N+:33]([O-:35])=[O:34])[CH:29]=[C:30](F)[CH:31]=1. Product: [Si:1]([O:8][CH2:9][C@@H:10]1[CH2:14][C@@H:13]([O:15][C:30]2[CH:29]=[C:28]([N+:33]([O-:35])=[O:34])[CH:27]=[C:26]([F:25])[CH:31]=2)[CH2:12][N:11]1[C:16]([O:18][C:19]([CH3:22])([CH3:21])[CH3:20])=[O:17])([C:4]([CH3:7])([CH3:6])[CH3:5])([CH3:3])[CH3:2]. The catalyst class is: 3.